Dataset: NCI-60 drug combinations with 297,098 pairs across 59 cell lines. Task: Regression. Given two drug SMILES strings and cell line genomic features, predict the synergy score measuring deviation from expected non-interaction effect. (1) Drug 1: CC1C(C(CC(O1)OC2CC(OC(C2O)C)OC3=CC4=CC5=C(C(=O)C(C(C5)C(C(=O)C(C(C)O)O)OC)OC6CC(C(C(O6)C)O)OC7CC(C(C(O7)C)O)OC8CC(C(C(O8)C)O)(C)O)C(=C4C(=C3C)O)O)O)O. Drug 2: CCN(CC)CCCC(C)NC1=C2C=C(C=CC2=NC3=C1C=CC(=C3)Cl)OC. Cell line: HOP-92. Synergy scores: CSS=32.8, Synergy_ZIP=-11.7, Synergy_Bliss=-1.48, Synergy_Loewe=-6.47, Synergy_HSA=-2.99. (2) Drug 1: CC1C(C(CC(O1)OC2CC(OC(C2O)C)OC3=CC4=CC5=C(C(=O)C(C(C5)C(C(=O)C(C(C)O)O)OC)OC6CC(C(C(O6)C)O)OC7CC(C(C(O7)C)O)OC8CC(C(C(O8)C)O)(C)O)C(=C4C(=C3C)O)O)O)O. Drug 2: CN(C(=O)NC(C=O)C(C(C(CO)O)O)O)N=O. Cell line: TK-10. Synergy scores: CSS=20.0, Synergy_ZIP=1.45, Synergy_Bliss=-2.06, Synergy_Loewe=-47.4, Synergy_HSA=-2.75. (3) Drug 1: CC1=C(C(=O)C2=C(C1=O)N3CC4C(C3(C2COC(=O)N)OC)N4)N. Drug 2: C1CNP(=O)(OC1)N(CCCl)CCCl. Cell line: LOX IMVI. Synergy scores: CSS=29.9, Synergy_ZIP=-1.43, Synergy_Bliss=-1.39, Synergy_Loewe=-12.6, Synergy_HSA=-1.44. (4) Drug 1: CCN(CC)CCNC(=O)C1=C(NC(=C1C)C=C2C3=C(C=CC(=C3)F)NC2=O)C. Drug 2: C1C(C(OC1N2C=NC3=C2NC=NCC3O)CO)O. Cell line: CAKI-1. Synergy scores: CSS=27.1, Synergy_ZIP=-5.42, Synergy_Bliss=1.77, Synergy_Loewe=-10.4, Synergy_HSA=-1.09. (5) Drug 1: COC1=CC(=CC(=C1O)OC)C2C3C(COC3=O)C(C4=CC5=C(C=C24)OCO5)OC6C(C(C7C(O6)COC(O7)C8=CC=CS8)O)O. Drug 2: C1C(C(OC1N2C=C(C(=O)NC2=O)F)CO)O. Cell line: A498. Synergy scores: CSS=29.2, Synergy_ZIP=-12.6, Synergy_Bliss=-11.7, Synergy_Loewe=-2.49, Synergy_HSA=-1.18. (6) Drug 1: COC1=C(C=C2C(=C1)N=CN=C2NC3=CC(=C(C=C3)F)Cl)OCCCN4CCOCC4. Drug 2: CN(C(=O)NC(C=O)C(C(C(CO)O)O)O)N=O. Cell line: LOX IMVI. Synergy scores: CSS=16.8, Synergy_ZIP=-5.45, Synergy_Bliss=4.33, Synergy_Loewe=6.25, Synergy_HSA=6.83.